From a dataset of Forward reaction prediction with 1.9M reactions from USPTO patents (1976-2016). Predict the product of the given reaction. (1) Given the reactants [Cl:1][C:2]1[CH:18]=[C:17]([Cl:19])[CH:16]=[C:15]([Cl:20])[C:3]=1[C:4]([NH:6][C:7]1[C:12]([F:13])=[CH:11][N:10]=[C:9](Cl)[CH:8]=1)=[O:5].[CH:21]1([C:24]([NH2:26])=[O:25])[CH2:23][CH2:22]1.CC1(C)C2C(=C(P(C3C=CC=CC=3)C3C=CC=CC=3)C=CC=2)OC2C(P(C3C=CC=CC=3)C3C=CC=CC=3)=CC=CC1=2.C([O-])([O-])=O.[Cs+].[Cs+], predict the reaction product. The product is: [Cl:1][C:2]1[CH:18]=[C:17]([Cl:19])[CH:16]=[C:15]([Cl:20])[C:3]=1[C:4]([NH:6][C:7]1[C:12]([F:13])=[CH:11][N:10]=[C:9]([NH:26][C:24]([CH:21]2[CH2:23][CH2:22]2)=[O:25])[CH:8]=1)=[O:5]. (2) Given the reactants Br[CH2:2][C:3]([CH:5]1[CH2:7][CH2:6]1)=O.[I:8][C:9]1[CH:10]=[CH:11][C:12]([NH2:15])=[N:13][CH:14]=1, predict the reaction product. The product is: [CH:5]1([C:3]2[N:15]=[C:12]3[CH:11]=[CH:10][C:9]([I:8])=[CH:14][N:13]3[CH:2]=2)[CH2:7][CH2:6]1. (3) Given the reactants [NH2:1][C:2]1[C:14]([N+:15]([O-])=O)=[C:13]2[C:5]([C:6]3[C:11]([CH2:18][CH2:19][CH2:20][CH3:21])([CH2:12]2)[CH2:10][CH2:9][C:8](=[O:22])[C:7]=3[CH3:23])=[CH:4][C:3]=1[F:24].CC([O-])=O.[K+], predict the reaction product. The product is: [NH2:1][C:2]1[C:14]([NH2:15])=[C:13]2[C:5]([C:6]3[C:11]([CH2:18][CH2:19][CH2:20][CH3:21])([CH2:12]2)[CH2:10][CH2:9][C:8](=[O:22])[C:7]=3[CH3:23])=[CH:4][C:3]=1[F:24]. (4) Given the reactants [NH2:1][C:2]1[N:7]=[C:6]([N:8]2[CH2:22][CH2:21][C:11]3([CH2:15][NH:14][C@H:13]([C:16]([O:18]CC)=[O:17])[CH2:12]3)[CH2:10][CH2:9]2)[CH:5]=[C:4]([O:23][C@H:24]([C:29]2[CH:34]=[CH:33][C:32]([C:35]3[CH:40]=[CH:39][C:38]([CH3:41])=[C:37]([CH3:42])[CH:36]=3)=[CH:31][C:30]=2[N:43]2[CH:47]=[CH:46][C:45]([CH3:48])=[N:44]2)[C:25]([F:28])([F:27])[F:26])[N:3]=1.O.[OH-].[Li+].Cl, predict the reaction product. The product is: [NH2:1][C:2]1[N:7]=[C:6]([N:8]2[CH2:22][CH2:21][C:11]3([CH2:15][NH:14][C@H:13]([C:16]([OH:18])=[O:17])[CH2:12]3)[CH2:10][CH2:9]2)[CH:5]=[C:4]([O:23][C@H:24]([C:29]2[CH:34]=[CH:33][C:32]([C:35]3[CH:40]=[CH:39][C:38]([CH3:41])=[C:37]([CH3:42])[CH:36]=3)=[CH:31][C:30]=2[N:43]2[CH:47]=[CH:46][C:45]([CH3:48])=[N:44]2)[C:25]([F:28])([F:27])[F:26])[N:3]=1. (5) Given the reactants [NH:1]([C:3]1[CH:8]=[CH:7][C:6]([C:9]([CH3:16])([CH3:15])[C:10]([O:12][CH2:13][CH3:14])=[O:11])=[CH:5][CH:4]=1)N.[C:17]([O:22][CH2:23][CH3:24])(=[O:21])[C:18]([CH3:20])=O.C(O)(=O)C, predict the reaction product. The product is: [O:12]([C:10](=[O:11])[C:9]([C:6]1[CH:5]=[C:4]2[C:3](=[CH:8][CH:7]=1)[NH:1][C:18]([C:17]([O:22][CH2:23][CH3:24])=[O:21])=[CH:20]2)([CH3:16])[CH3:15])[CH2:13][CH3:14]. (6) Given the reactants [Cl:1][C:2]1[C:3]([S:32]([O:34]C)=O)=[N:4][CH:5]=[C:6]([C:17]([N:19]2[CH2:24][CH2:23][CH:22]([C:25]3[CH:30]=[CH:29][C:28]([F:31])=[CH:27][CH:26]=3)[CH2:21][CH2:20]2)=[O:18])[C:7]=1[NH:8][C:9]1[CH:14]=[CH:13][C:12]([F:15])=[CH:11][C:10]=1[CH3:16].C[Si]([N-:40][Si](C)(C)C)(C)C.[Li+].[Cl-].[NH4+], predict the reaction product. The product is: [Cl:1][C:2]1[C:3]([S:32]([NH2:40])=[O:34])=[N:4][CH:5]=[C:6]([C:17]([N:19]2[CH2:24][CH2:23][CH:22]([C:25]3[CH:30]=[CH:29][C:28]([F:31])=[CH:27][CH:26]=3)[CH2:21][CH2:20]2)=[O:18])[C:7]=1[NH:8][C:9]1[CH:14]=[CH:13][C:12]([F:15])=[CH:11][C:10]=1[CH3:16].